This data is from Full USPTO retrosynthesis dataset with 1.9M reactions from patents (1976-2016). The task is: Predict the reactants needed to synthesize the given product. (1) Given the product [N+:21]([C:18]1[CH:19]=[CH:20][C:15]2[N:14]([S:4]([C:7]3[CH:13]=[CH:12][C:10]([CH3:11])=[CH:9][CH:8]=3)(=[O:5])=[O:6])[CH2:40][CH2:39][CH2:45][N:24]([S:25]([C:28]3[CH:29]=[CH:30][C:31]([CH3:32])=[CH:33][CH:34]=3)(=[O:27])=[O:26])[C:16]=2[CH:17]=1)([O-:23])=[O:22], predict the reactants needed to synthesize it. The reactants are: [Na].[H][H].[S:4]([NH:14][C:15]1[CH:20]=[CH:19][C:18]([N+:21]([O-:23])=[O:22])=[CH:17][C:16]=1[NH:24][S:25]([C:28]1[CH:34]=[CH:33][C:31]([CH3:32])=[CH:30][CH:29]=1)(=[O:27])=[O:26])([C:7]1[CH:13]=[CH:12][C:10]([CH3:11])=[CH:9][CH:8]=1)(=[O:6])=[O:5].S([C:39]1[CH:45]=CC(C)=C[CH:40]=1)(O)(=O)=O.S(C1C=CC(C)=CC=1)(O)(=O)=O.BrCCCBr. (2) Given the product [CH3:1][C:2]1[CH:3]=[C:4]([CH:9]=[C:10]([C:14]2[CH:15]=[CH:16][C:17]([O:20][C:24]3[CH:31]=[CH:30][C:27]([CH:28]=[O:29])=[CH:26][CH:25]=3)=[CH:18][CH:19]=2)[C:11]([OH:13])=[O:12])[CH:5]=[C:6]([CH3:8])[CH:7]=1, predict the reactants needed to synthesize it. The reactants are: [CH3:1][C:2]1[CH:3]=[C:4]([CH:9]=[C:10]([C:14]2[CH:19]=[CH:18][C:17]([OH:20])=[CH:16][CH:15]=2)[C:11]([OH:13])=[O:12])[CH:5]=[C:6]([CH3:8])[CH:7]=1.[H-].[Na+].F[C:24]1[CH:31]=[CH:30][C:27]([CH:28]=[O:29])=[CH:26][CH:25]=1.C(O)(=O)CC(CC(O)=O)(C(O)=O)O.